This data is from Full USPTO retrosynthesis dataset with 1.9M reactions from patents (1976-2016). The task is: Predict the reactants needed to synthesize the given product. Given the product [F:23][C:4]([F:3])([F:22])[C:5]1[CH:6]=[C:7]([C@H:15]2[O:19][C:18](=[O:20])[N:17]([CH2:25][C:26]3[CH:31]=[C:30]([C:32]([F:33])([F:34])[F:35])[CH:29]=[CH:28][C:27]=3[C:36]3[CH:41]=[C:40]([CH:42]([CH3:44])[CH3:43])[C:39]([F:45])=[C:38]([OH:46])[C:37]=3[O:47][CH3:48])[C@H:16]2[CH3:21])[CH:8]=[C:9]([C:11]([F:12])([F:13])[F:14])[CH:10]=1, predict the reactants needed to synthesize it. The reactants are: [H-].[Na+].[F:3][C:4]([F:23])([F:22])[C:5]1[CH:6]=[C:7]([C@H:15]2[O:19][C:18](=[O:20])[NH:17][C@H:16]2[CH3:21])[CH:8]=[C:9]([C:11]([F:14])([F:13])[F:12])[CH:10]=1.Br[CH2:25][C:26]1[CH:31]=[C:30]([C:32]([F:35])([F:34])[F:33])[CH:29]=[CH:28][C:27]=1[C:36]1[CH:41]=[C:40]([CH:42]([CH3:44])[CH3:43])[C:39]([F:45])=[C:38]([OH:46])[C:37]=1[O:47][CH3:48].[NH4+].[Cl-].